From a dataset of Reaction yield outcomes from USPTO patents with 853,638 reactions. Predict the reaction yield, written as a fraction of the theoretical maximum amount of product (1.0 means a 100% yield; for example, 0.34 means a 34% yield). The reactants are [Br:1][C:2]1[N:7]=[C:6]([NH2:8])[CH:5]=[N:4][CH:3]=1.[C:9](O[C:9]([O:11][C:12]([CH3:15])([CH3:14])[CH3:13])=[O:10])([O:11][C:12]([CH3:15])([CH3:14])[CH3:13])=[O:10]. The catalyst is CN(C1C=CN=CC=1)C.C(Cl)Cl. The product is [C:12]([O:11][C:9]([N:8]([C:9]([O:11][C:12]([CH3:15])([CH3:14])[CH3:13])=[O:10])[C:6]1[CH:5]=[N:4][CH:3]=[C:2]([Br:1])[N:7]=1)=[O:10])([CH3:15])([CH3:14])[CH3:13]. The yield is 0.870.